From a dataset of NCI-60 drug combinations with 297,098 pairs across 59 cell lines. Regression. Given two drug SMILES strings and cell line genomic features, predict the synergy score measuring deviation from expected non-interaction effect. (1) Drug 1: CS(=O)(=O)OCCCCOS(=O)(=O)C. Drug 2: CN(C(=O)NC(C=O)C(C(C(CO)O)O)O)N=O. Cell line: NCI-H522. Synergy scores: CSS=2.77, Synergy_ZIP=-0.779, Synergy_Bliss=1.78, Synergy_Loewe=0.146, Synergy_HSA=0.324. (2) Drug 1: CN(C)N=NC1=C(NC=N1)C(=O)N. Drug 2: CCC1(C2=C(COC1=O)C(=O)N3CC4=CC5=C(C=CC(=C5CN(C)C)O)N=C4C3=C2)O.Cl. Cell line: SK-OV-3. Synergy scores: CSS=12.2, Synergy_ZIP=-5.74, Synergy_Bliss=-1.07, Synergy_Loewe=-8.96, Synergy_HSA=-0.388. (3) Drug 1: CNC(=O)C1=CC=CC=C1SC2=CC3=C(C=C2)C(=NN3)C=CC4=CC=CC=N4. Drug 2: CC1=CC=C(C=C1)C2=CC(=NN2C3=CC=C(C=C3)S(=O)(=O)N)C(F)(F)F. Cell line: SF-268. Synergy scores: CSS=5.08, Synergy_ZIP=-0.253, Synergy_Bliss=3.76, Synergy_Loewe=-1.50, Synergy_HSA=1.67. (4) Drug 1: C(CC(=O)O)C(=O)CN.Cl. Drug 2: C(CN)CNCCSP(=O)(O)O. Cell line: CCRF-CEM. Synergy scores: CSS=18.1, Synergy_ZIP=1.77, Synergy_Bliss=6.10, Synergy_Loewe=3.50, Synergy_HSA=4.40. (5) Drug 1: C1=NC2=C(N1)C(=S)N=C(N2)N. Drug 2: CC1C(C(CC(O1)OC2CC(CC3=C2C(=C4C(=C3O)C(=O)C5=C(C4=O)C(=CC=C5)OC)O)(C(=O)CO)O)N)O.Cl. Cell line: SF-268. Synergy scores: CSS=56.7, Synergy_ZIP=-9.17, Synergy_Bliss=-8.73, Synergy_Loewe=-6.32, Synergy_HSA=-4.17. (6) Drug 1: CC1CCC2CC(C(=CC=CC=CC(CC(C(=O)C(C(C(=CC(C(=O)CC(OC(=O)C3CCCCN3C(=O)C(=O)C1(O2)O)C(C)CC4CCC(C(C4)OC)O)C)C)O)OC)C)C)C)OC. Drug 2: C1CNP(=O)(OC1)N(CCCl)CCCl. Cell line: U251. Synergy scores: CSS=21.9, Synergy_ZIP=-8.63, Synergy_Bliss=-5.34, Synergy_Loewe=-17.4, Synergy_HSA=-2.66. (7) Drug 1: C1=NC2=C(N1)C(=S)N=C(N2)N. Drug 2: CCC1(CC2CC(C3=C(CCN(C2)C1)C4=CC=CC=C4N3)(C5=C(C=C6C(=C5)C78CCN9C7C(C=CC9)(C(C(C8N6C)(C(=O)OC)O)OC(=O)C)CC)OC)C(=O)OC)O.OS(=O)(=O)O. Cell line: SF-268. Synergy scores: CSS=35.5, Synergy_ZIP=-8.30, Synergy_Bliss=-6.73, Synergy_Loewe=-28.2, Synergy_HSA=-5.07. (8) Drug 1: CC12CCC3C(C1CCC2O)C(CC4=C3C=CC(=C4)O)CCCCCCCCCS(=O)CCCC(C(F)(F)F)(F)F. Drug 2: CC1C(C(CC(O1)OC2CC(CC3=C2C(=C4C(=C3O)C(=O)C5=C(C4=O)C(=CC=C5)OC)O)(C(=O)CO)O)N)O.Cl. Cell line: BT-549. Synergy scores: CSS=45.4, Synergy_ZIP=-0.545, Synergy_Bliss=1.69, Synergy_Loewe=-2.57, Synergy_HSA=0.466.